Dataset: Peptide-MHC class I binding affinity with 185,985 pairs from IEDB/IMGT. Task: Regression. Given a peptide amino acid sequence and an MHC pseudo amino acid sequence, predict their binding affinity value. This is MHC class I binding data. The peptide sequence is RGRIGRTYL. The MHC is HLA-B08:01 with pseudo-sequence HLA-B08:01. The binding affinity (normalized) is 0.406.